Dataset: Forward reaction prediction with 1.9M reactions from USPTO patents (1976-2016). Task: Predict the product of the given reaction. Given the reactants [C:1]1([C:29]2[CH:34]=[CH:33][CH:32]=[CH:31][CH:30]=2)[CH:6]=[CH:5][CH:4]=[CH:3][C:2]=1[NH:7][C:8]([O:10][CH:11]1[CH2:16][CH2:15][N:14]([CH2:17][CH2:18][C:19](CNCCCC(O)=O)=[O:20])[CH2:13][CH2:12]1)=[O:9].[O:35]1[CH2:39][CH2:38][O:37][CH:36]1[C:40]1[CH:45]=[CH:44][C:43]([NH2:46])=[CH:42][CH:41]=1.F[P-](F)(F)(F)(F)F.C[N+](C)=C(N(C)C)ON1[C:62]2[N:63]=[CH:64][CH:65]=[CH:66][C:61]=2N=N1.C(N(CC)C(C)C)(C)C.[OH2:80], predict the reaction product. The product is: [O:35]1[CH2:39][CH2:38][O:37][CH:36]1[C:40]1[CH:45]=[CH:44][C:43]([NH:46][C:61]([CH2:66][CH2:65][CH2:64][N:63]([CH3:62])[C:19]([CH2:18][CH2:17][N:14]2[CH2:15][CH2:16][CH:11]([O:10][C:8](=[O:9])[NH:7][C:2]3[CH:3]=[CH:4][CH:5]=[CH:6][C:1]=3[C:29]3[CH:34]=[CH:33][CH:32]=[CH:31][CH:30]=3)[CH2:12][CH2:13]2)=[O:20])=[O:80])=[CH:42][CH:41]=1.